This data is from Catalyst prediction with 721,799 reactions and 888 catalyst types from USPTO. The task is: Predict which catalyst facilitates the given reaction. (1) The catalyst class is: 6. Product: [CH:13]([C:14]1[CH:15]=[CH:16][C:17]([OH:23])=[C:18]([CH:19]=1)[C:20]([NH2:22])=[O:21])=[O:24]. Reactant: CC(NC[CH:13]([OH:24])[C:14]1[CH:15]=[CH:16][C:17]([OH:23])=[C:18]([C:20]([NH2:22])=[O:21])[CH:19]=1)CCC1C=CC=CC=1.Cl.C([O-])(O)=O.[Na+].I([O-])(=O)(=O)=O.[Na+].I([O-])(=O)(=O)=O.Cl. (2) Reactant: [CH2:1]([O:3][C:4](=[O:19])[CH:5]([N:7]1[C:12]2[CH:13]=[C:14]([Br:17])[CH:15]=[CH:16][C:11]=2[O:10][CH2:9][C:8]1=O)[CH3:6])[CH3:2].COC1C=CC(P2(SP(C3C=CC(OC)=CC=3)(=S)S2)=[S:29])=CC=1. Product: [CH2:1]([O:3][C:4](=[O:19])[CH:5]([N:7]1[C:12]2[CH:13]=[C:14]([Br:17])[CH:15]=[CH:16][C:11]=2[O:10][CH2:9][C:8]1=[S:29])[CH3:6])[CH3:2]. The catalyst class is: 11. (3) Reactant: [N:1]1([C:6]2[CH:13]=[CH:12][C:9]([CH:10]=[O:11])=[CH:8][CH:7]=2)[CH:5]=[CH:4][CH:3]=[N:2]1.[Cl:14][C:15]1[CH:20]=[CH:19][C:18]([NH:21][C:22]([CH:24]2[CH2:29][CH2:28][CH2:27][NH:26][CH2:25]2)=[O:23])=[CH:17][CH:16]=1.C([O-])([O-])=O.[K+].[K+].[CH3:36][CH2:37][CH2:38][CH2:39]O. Product: [N:1]1([C:6]2[CH:13]=[CH:12][C:9]([CH:10]([O:11][CH2:36][CH2:37][CH2:38][CH3:39])[N:26]3[CH2:27][CH2:28][CH2:29][CH:24]([C:22]([NH:21][C:18]4[CH:17]=[CH:16][C:15]([Cl:14])=[CH:20][CH:19]=4)=[O:23])[CH2:25]3)=[CH:8][CH:7]=2)[CH:5]=[CH:4][CH:3]=[N:2]1. The catalyst class is: 2. (4) Reactant: [Si:1]([O:8][CH2:9][C:10]1[N:11]([CH3:26])[C:12]2[C:17]([CH:18]=1)=[CH:16][C:15]1[C:19](=O)[CH2:20][CH2:21][CH2:22][CH2:23][CH2:24][C:14]=1[CH:13]=2)([C:4]([CH3:7])([CH3:6])[CH3:5])([CH3:3])[CH3:2].[CH3:27][O:28][C:29]1[CH:36]=[C:35]([O:37][CH3:38])[CH:34]=[CH:33][C:30]=1[CH2:31][NH2:32].CCN(CC)CC. Product: [Si:1]([O:8][CH2:9][C:10]1[N:11]([CH3:26])[C:12]2[C:17]([CH:18]=1)=[CH:16][C:15]1[C:19](=[N:32][CH2:31][C:30]3[CH:33]=[CH:34][C:35]([O:37][CH3:38])=[CH:36][C:29]=3[O:28][CH3:27])[CH2:20][CH2:21][CH2:22][CH2:23][CH2:24][C:14]=1[CH:13]=2)([C:4]([CH3:6])([CH3:5])[CH3:7])([CH3:2])[CH3:3]. The catalyst class is: 388. (5) Reactant: [O:1]1[CH2:6][CH2:5][N:4]([CH2:7][CH2:8][CH2:9][N:10]([CH2:26][C:27]2[CH:36]=[CH:35][C:30]([C:31](OC)=[O:32])=[CH:29][CH:28]=2)[C:11]([NH:13][C@H:14]([C:16]2[C:25]3[C:20](=[CH:21][CH:22]=[CH:23][CH:24]=3)[CH:19]=[CH:18][CH:17]=2)[CH3:15])=[O:12])[CH2:3][CH2:2]1.[BH4-].[Li+].CO. Product: [OH:32][CH2:31][C:30]1[CH:29]=[CH:28][C:27]([CH2:26][N:10]([CH2:9][CH2:8][CH2:7][N:4]2[CH2:3][CH2:2][O:1][CH2:6][CH2:5]2)[C:11]([NH:13][C@H:14]([C:16]2[C:25]3[C:20](=[CH:21][CH:22]=[CH:23][CH:24]=3)[CH:19]=[CH:18][CH:17]=2)[CH3:15])=[O:12])=[CH:36][CH:35]=1. The catalyst class is: 27. (6) Reactant: [O:1]1[CH2:5][CH2:4][O:3][CH:2]1[CH:6]1[CH2:11][CH2:10][C:9]([C:13]#[CH:14])([OH:12])[CH2:8][CH2:7]1.[CH3:15][Si:16](Cl)([CH3:18])[CH3:17].O. Product: [O:1]1[CH2:5][CH2:4][O:3][CH:2]1[CH:6]1[CH2:7][CH2:8][C:9]([C:13]#[CH:14])([O:12][Si:16]([CH3:18])([CH3:17])[CH3:15])[CH2:10][CH2:11]1. The catalyst class is: 166. (7) The catalyst class is: 1. Product: [CH3:8][C:5]1[N:4]=[C:3]2[O:9][C:11]([NH2:10])=[N:1][C:2]2=[CH:7][CH:6]=1. Reactant: [NH2:1][C:2]1[C:3](=[O:9])[NH:4][C:5]([CH3:8])=[CH:6][CH:7]=1.[N:10]1(C(N2C=CN=C2)=N)C=CN=[CH:11]1. (8) Reactant: [F:1][C:2]1[CH:28]=[CH:27][C:5]([CH2:6][O:7][CH2:8][C:9]([NH:11][CH2:12][CH2:13][CH2:14][CH2:15][CH:16]2[CH2:19][N:18]([C:20]([O:22]C(C)(C)C)=O)[CH2:17]2)=[O:10])=[CH:4][CH:3]=1.C(O)(C(F)(F)F)=O.C(N1C=CN=C1)(N1C=CN=C1)=O.[NH2:48][CH2:49][CH2:50][C:51]1[C:59]2[C:54](=[CH:55][CH:56]=[CH:57][CH:58]=2)[NH:53][CH:52]=1.Cl. Product: [NH:53]1[C:54]2[C:59](=[CH:58][CH:57]=[CH:56][CH:55]=2)[C:51]([CH2:50][CH2:49][NH:48][C:20]([N:18]2[CH2:17][CH:16]([CH2:15][CH2:14][CH2:13][CH2:12][NH:11][C:9](=[O:10])[CH2:8][O:7][CH2:6][C:5]3[CH:4]=[CH:3][C:2]([F:1])=[CH:28][CH:27]=3)[CH2:19]2)=[O:22])=[CH:52]1. The catalyst class is: 168.